Dataset: Reaction yield outcomes from USPTO patents with 853,638 reactions. Task: Predict the reaction yield, written as a fraction of the theoretical maximum amount of product (1.0 means a 100% yield; for example, 0.34 means a 34% yield). (1) The reactants are [C:1]([O:5][C:6]([N:8]1[CH2:13][CH2:12][CH2:11][C@@H:10]([C:14]([OH:16])=O)[CH2:9]1)=[O:7])([CH3:4])([CH3:3])[CH3:2].Cl.[CH3:18][NH:19][O:20][CH3:21].CCN=C=NCCCN(C)C.Cl.CCN(C(C)C)C(C)C. The catalyst is C(Cl)Cl.CCOC(C)=O. The product is [CH3:21][O:20][N:19]([CH3:18])[C:14]([C@@H:10]1[CH2:11][CH2:12][CH2:13][N:8]([C:6]([O:5][C:1]([CH3:2])([CH3:3])[CH3:4])=[O:7])[CH2:9]1)=[O:16]. The yield is 0.820. (2) The reactants are [Cl:1][C:2]1[N:3]=[C:4]([Cl:12])[C:5]2[C:10]([F:11])=[CH:9][NH:8][C:6]=2[N:7]=1.[H-].[Na+].Cl[CH2:16][O:17][CH2:18][CH2:19][Si:20]([CH3:23])([CH3:22])[CH3:21]. The catalyst is CN(C=O)C. The product is [Cl:1][C:2]1[N:3]=[C:4]([Cl:12])[C:5]2[C:10]([F:11])=[CH:9][N:8]([CH2:16][O:17][CH2:18][CH2:19][Si:20]([CH3:23])([CH3:22])[CH3:21])[C:6]=2[N:7]=1. The yield is 0.420. (3) The reactants are C(OP([CH2:9][C:10]1[CH:15]=[C:14]([O:16][CH3:17])[C:13]([CH2:18][CH2:19][CH3:20])=[C:12]([O:21][CH3:22])[CH:11]=1)(=O)OCC)C.[CH:23](=O)[C:24]1[CH:29]=[CH:28][C:27]([O:30][CH3:31])=[CH:26][CH:25]=1. No catalyst specified. The product is [CH3:17][O:16][C:14]1[CH:15]=[C:10]([CH:9]=[CH:23][C:24]2[CH:29]=[CH:28][C:27]([O:30][CH3:31])=[CH:26][CH:25]=2)[CH:11]=[C:12]([O:21][CH3:22])[C:13]=1[CH2:18][CH2:19][CH3:20]. The yield is 0.630. (4) The reactants are [CH2:1]([O:8][C:9]([NH:11][C@@H:12]([CH:16]([CH3:18])[CH3:17])[C:13]([OH:15])=O)=[O:10])[C:2]1[CH:7]=[CH:6][CH:5]=[CH:4][CH:3]=1.C(N1C=CN=C1)(N1C=CN=C1)=O.[NH2:31][CH2:32][C@H:33]([NH:37][C:38](=[O:44])[O:39][C:40]([CH3:43])([CH3:42])[CH3:41])[CH:34]([CH3:36])[CH3:35]. The catalyst is ClCCl. The product is [CH3:35][CH:34]([CH3:36])[C@@H:33]([NH:37][C:38]([O:39][C:40]([CH3:41])([CH3:43])[CH3:42])=[O:44])[CH2:32][NH:31][C:13](=[O:15])[C@@H:12]([NH:11][C:9]([O:8][CH2:1][C:2]1[CH:3]=[CH:4][CH:5]=[CH:6][CH:7]=1)=[O:10])[CH:16]([CH3:18])[CH3:17]. The yield is 0.470. (5) The reactants are [Cl:1][C:2]1[C:3](Cl)=[N:4][CH:5]=[C:6]([CH:9]=1)[C:7]#[N:8].[N:11]1[CH:16]=[CH:15][CH:14]=[CH:13][C:12]=1[C:17]([NH2:19])=O.C(=O)([O-])[O-].[K+].[K+]. The catalyst is C([O-])(=O)C.[Pd+2].C([O-])(=O)C.C1C=CC(P(C2C(C3C(P(C4C=CC=CC=4)C4C=CC=CC=4)=CC=C4C=3C=CC=C4)=C3C(C=CC=C3)=CC=2)C2C=CC=CC=2)=CC=1. The product is [Cl:1][C:2]1[C:3]([NH:19][CH2:17][C:12]2[CH:13]=[CH:14][CH:15]=[CH:16][N:11]=2)=[N:4][CH:5]=[C:6]([CH:9]=1)[C:7]#[N:8]. The yield is 0.410. (6) The reactants are [NH2:1][C:2]1[N:7]=[N:6][C:5]([C:8]([OH:10])=O)=[CH:4][CH:3]=1.[C:11]([O:15][C:16]([N:18]1[CH:23]2[CH2:24][CH2:25][CH:19]1[CH2:20][NH:21][CH2:22]2)=[O:17])([CH3:14])([CH3:13])[CH3:12]. No catalyst specified. The product is [C:11]([O:15][C:16]([N:18]1[CH:19]2[CH2:25][CH2:24][CH:23]1[CH2:22][N:21]([C:8]([C:5]1[N:6]=[N:7][C:2]([NH2:1])=[CH:3][CH:4]=1)=[O:10])[CH2:20]2)=[O:17])([CH3:14])([CH3:12])[CH3:13]. The yield is 0.510.